From a dataset of Retrosynthesis with 50K atom-mapped reactions and 10 reaction types from USPTO. Predict the reactants needed to synthesize the given product. (1) Given the product COCCc1nc2c(N)nc3ccccc3c2n1CCCNCc1cccc(OC2(C(=O)OC)CC2)c1, predict the reactants needed to synthesize it. The reactants are: COC(=O)C1(Oc2cccc(C=O)c2)CC1.COCCc1nc2c(N)nc3ccccc3c2n1CCCN. (2) Given the product CC(C)(C)OC(=O)N1CC[C@H](NC(=O)C(F)(F)F)C1, predict the reactants needed to synthesize it. The reactants are: CC(C)(C)OC(=O)OC(=O)OC(C)(C)C.O=C(N[C@H]1CCNC1)C(F)(F)F.